Predict the product of the given reaction. From a dataset of Forward reaction prediction with 1.9M reactions from USPTO patents (1976-2016). Given the reactants [C:1]([O:5][C:6]([N:8]1[CH2:37][CH2:36][C:11]2([NH:15][CH:14]([C:16]3[CH:21]=[CH:20][C:19]([CH:22]4[CH2:24][CH2:23]4)=[CH:18][CH:17]=3)[N:13]([CH2:25][CH2:26][C:27]3[CH:32]=[CH:31][C:30]([O:33][CH3:34])=[CH:29][CH:28]=3)[C:12]2=[O:35])[CH2:10][CH2:9]1)=[O:7])([CH3:4])([CH3:3])[CH3:2].[CH3:38]I, predict the reaction product. The product is: [C:1]([O:5][C:6]([N:8]1[CH2:37][CH2:36][C:11]2([N:15]([CH3:38])[CH:14]([C:16]3[CH:21]=[CH:20][C:19]([CH:22]4[CH2:24][CH2:23]4)=[CH:18][CH:17]=3)[N:13]([CH2:25][CH2:26][C:27]3[CH:32]=[CH:31][C:30]([O:33][CH3:34])=[CH:29][CH:28]=3)[C:12]2=[O:35])[CH2:10][CH2:9]1)=[O:7])([CH3:4])([CH3:2])[CH3:3].